Dataset: Full USPTO retrosynthesis dataset with 1.9M reactions from patents (1976-2016). Task: Predict the reactants needed to synthesize the given product. (1) Given the product [Br:16][C:17]1[CH:27]=[CH:26][C:20]2[O:21][C:22]([F:25])([F:24])[O:23][C:19]=2[C:18]=1[Cl:28], predict the reactants needed to synthesize it. The reactants are: CC1(C)CCCC(C)(C)N1.C([Li])CCC.[Br:16][C:17]1[CH:27]=[CH:26][C:20]2[O:21][C:22]([F:25])([F:24])[O:23][C:19]=2[CH:18]=1.[Cl:28]C(Cl)(F)C(Cl)(F)F.[NH4+].[Cl-]. (2) Given the product [Br:1][C:2]1[CH:3]=[C:4]([CH2:13][CH:15]2[CH2:20][CH2:19][CH2:18][CH2:17][CH2:16]2)[C:5]2[O:9][CH2:8][C:7]([CH3:10])([CH3:11])[C:6]=2[CH:12]=1, predict the reactants needed to synthesize it. The reactants are: [Br:1][C:2]1[CH:3]=[C:4]([CH:13]([CH:15]2[CH2:20][CH2:19][CH2:18][CH2:17][CH2:16]2)O)[C:5]2[O:9][CH2:8][C:7]([CH3:11])([CH3:10])[C:6]=2[CH:12]=1.FC(F)(F)C(O)=O.C([SiH](CC)CC)C.C(OCC)(=O)C. (3) Given the product [CH2:13]([O:15][C:16](=[O:32])[C:17]1[CH:22]=[C:21]([C:5]2[C:4]3[C:9](=[CH:10][CH:11]=[C:2]([Br:1])[CH:3]=3)[N:8]=[CH:7][N:6]=2)[CH:20]=[N:19][CH:18]=1)[CH3:14], predict the reactants needed to synthesize it. The reactants are: [Br:1][C:2]1[CH:3]=[C:4]2[C:9](=[CH:10][CH:11]=1)[N:8]=[CH:7][N:6]=[C:5]2Cl.[CH2:13]([O:15][C:16](=[O:32])[C:17]1[CH:22]=[C:21](B2OC(C)(C)C(C)(C)O2)[CH:20]=[N:19][CH:18]=1)[CH3:14].B(O)O.[O-]P([O-])([O-])=O.[K+].[K+].[K+]. (4) Given the product [Cl:11][C:12]1[C:17]([C:18]([F:20])([F:21])[F:19])=[C:16]([CH:15]=[CH:14][C:13]=1[OH:22])[CH:5]=[O:6], predict the reactants needed to synthesize it. The reactants are: C(Cl)(Cl)Cl.[C:5]([O-])([O-])=[O:6].[K+].[K+].[Cl:11][C:12]1[C:17]([C:18]([F:21])([F:20])[F:19])=[CH:16][CH:15]=[CH:14][C:13]=1[OH:22].Cl.